From a dataset of Reaction yield outcomes from USPTO patents with 853,638 reactions. Predict the reaction yield, written as a fraction of the theoretical maximum amount of product (1.0 means a 100% yield; for example, 0.34 means a 34% yield). (1) The reactants are [NH2:1][C:2]1[CH:7]=[C:6]([Cl:8])[CH:5]=[CH:4][C:3]=1[SH:9].Br[CH2:11][C:12]1[CH:17]=[CH:16][CH:15]=[CH:14][C:13]=1[N+:18]([O-:20])=[O:19].C([O-])([O-])=O.[K+].[K+]. The catalyst is CN(C=O)C. The product is [Cl:8][C:6]1[CH:5]=[CH:4][C:3]([S:9][CH2:11][C:12]2[CH:17]=[CH:16][CH:15]=[CH:14][C:13]=2[N+:18]([O-:20])=[O:19])=[C:2]([CH:7]=1)[NH2:1]. The yield is 0.950. (2) The reactants are C([CH:3]1[C:12]2[N:11]=[C:10]([NH:13][C:14]3[CH:19]=[CH:18][C:17]([OH:20])=[CH:16][CH:15]=3)[N:9]=C(C)[C:7]=2N=[C:5]([C:22]2[CH:27]=[CH:26][CH:25]=[CH:24][CH:23]=2)[C:4]1=O)C.Cl.Cl[CH2:31][CH2:32][N:33]1[CH2:38][CH2:37][CH2:36][CH2:35][CH2:34]1.[C:39]([O-])([O-])=O.[K+].[K+].[CH3:45][N:46]([CH:48]=[O:49])[CH3:47]. No catalyst specified. The product is [CH2:45]([N:46]1[C:47]2[N:9]=[C:10]([NH:13][C:14]3[CH:15]=[CH:16][C:17]([O:20][CH2:31][CH2:32][N:33]4[CH2:38][CH2:37][CH2:36][CH2:35][CH2:34]4)=[CH:18][CH:19]=3)[N:11]=[C:12]([CH3:7])[C:3]=2[CH:4]=[C:5]([C:22]2[CH:23]=[CH:24][CH:25]=[CH:26][CH:27]=2)[C:48]1=[O:49])[CH3:39]. The yield is 0.770. (3) The reactants are C(N(CC)CC)C.[CH2:8]([O:10][C:11]([C:13]1[C:18](O)=[CH:17][C:16](=[O:20])[N:15]([CH3:21])[CH:14]=1)=[O:12])[CH3:9].O=P(Cl)(Cl)[Cl:24]. No catalyst specified. The product is [CH2:8]([O:10][C:11]([C:13]1[C:18]([Cl:24])=[CH:17][C:16](=[O:20])[N:15]([CH3:21])[CH:14]=1)=[O:12])[CH3:9]. The yield is 0.670. (4) The reactants are [C:1]([C:3]1[CH:4]=[C:5]2[C:9](=[CH:10][CH:11]=1)[NH:8][C:7](=[O:12])[CH2:6]2)#[N:2].[H-].[Na+].[C:15]([N:18]1[CH2:23][CH2:22][N:21]([CH2:24][CH2:25][O:26][C:27]2[CH:36]=[C:35]3[C:30]([C:31](SC)=[N:32][CH:33]=[N:34]3)=[CH:29][CH:28]=2)[CH2:20][CH2:19]1)(=[O:17])[CH3:16].[Cl-:39].[NH4+]. The catalyst is CS(C)=O.C(Cl)Cl.CO.C(OCC)(=O)C. The product is [ClH:39].[C:15]([N:18]1[CH2:19][CH2:20][N:21]([CH2:24][CH2:25][O:26][C:27]2[CH:36]=[C:35]3[C:30]([C:31]([CH:6]4[C:5]5[C:9](=[CH:10][CH:11]=[C:3]([C:1]#[N:2])[CH:4]=5)[NH:8][C:7]4=[O:12])=[N:32][CH:33]=[N:34]3)=[CH:29][CH:28]=2)[CH2:22][CH2:23]1)(=[O:17])[CH3:16]. The yield is 0.630. (5) The reactants are [C:1]([O:7][CH2:8][CH3:9])(=[O:6])[CH2:2][C:3]([O-:5])=O.[O-]CC.[Mg+2].[O-]CC.[Cl:17][C:18]1[N:26]=[C:25]([Cl:27])[CH:24]=[CH:23][C:19]=1C(O)=O.C(OCC)(=O)C. The catalyst is O1CCCC1.CCCCCC. The product is [Cl:27][C:25]1[N:26]=[C:18]([Cl:17])[CH:19]=[CH:23][C:24]=1[C:3]([CH2:2][C:1]([O:7][CH2:8][CH3:9])=[O:6])=[O:5]. The yield is 0.810.